From a dataset of Full USPTO retrosynthesis dataset with 1.9M reactions from patents (1976-2016). Predict the reactants needed to synthesize the given product. (1) Given the product [CH2:34]([O:41][CH2:42][C@H:43]1[N:47]([S:48]([C:51]2[CH:60]=[CH:59][C:58]3[C:53](=[CH:54][CH:55]=[CH:56][CH:57]=3)[CH:52]=2)(=[O:49])=[O:50])[CH2:46][C@@H:45]([S:64][C:62](=[O:65])[CH3:63])[CH2:44]1)[C:35]1[CH:40]=[CH:39][CH:38]=[CH:37][CH:36]=1, predict the reactants needed to synthesize it. The reactants are: C1(P(C2C=CC=CC=2)C2C=CC=CC=2)C=CC=CC=1.CC(OC(/N=N/C(OC(C)C)=O)=O)C.[CH2:34]([O:41][CH2:42][C@H:43]1[N:47]([S:48]([C:51]2[CH:60]=[CH:59][C:58]3[C:53](=[CH:54][CH:55]=[CH:56][CH:57]=3)[CH:52]=2)(=[O:50])=[O:49])[CH2:46][C@H:45](O)[CH2:44]1)[C:35]1[CH:40]=[CH:39][CH:38]=[CH:37][CH:36]=1.[C:62]([OH:65])(=[S:64])[CH3:63]. (2) Given the product [F:1][C:2]1[C:7]2[C:8]([C:18]([NH:19][CH3:20])=[O:21])=[C:9]([C:11]3[CH:12]=[CH:13][C:14]([F:17])=[CH:15][CH:16]=3)[O:10][C:6]=2[CH:5]=[CH:4][C:3]=1[C:22]1[CH:23]=[C:24]([C:25](=[O:27])[NH:42][C:39]2([C:36]3[N:37]=[CH:38][C:33]([F:32])=[CH:34][N:35]=3)[CH2:41][CH2:40]2)[CH:28]=[CH:29][C:30]=1[CH3:31], predict the reactants needed to synthesize it. The reactants are: [F:1][C:2]1[C:7]2[C:8]([C:18](=[O:21])[NH:19][CH3:20])=[C:9]([C:11]3[CH:16]=[CH:15][C:14]([F:17])=[CH:13][CH:12]=3)[O:10][C:6]=2[CH:5]=[CH:4][C:3]=1[C:22]1[CH:23]=[C:24]([CH:28]=[CH:29][C:30]=1[CH3:31])[C:25]([OH:27])=O.[F:32][C:33]1[CH:34]=[N:35][C:36]([C:39]2([NH2:42])[CH2:41][CH2:40]2)=[N:37][CH:38]=1.C(N(CC)CC)C.